This data is from Full USPTO retrosynthesis dataset with 1.9M reactions from patents (1976-2016). The task is: Predict the reactants needed to synthesize the given product. (1) The reactants are: [F:1][C:2]([F:7])([F:6])[C:3]([OH:5])=[O:4].[C:8]([C:11]1[S:15][C:14]([S:16][CH3:17])=[C:13]([S:18]([C:21]2[CH:22]=[C:23]([C:27]3[C:32]([CH3:33])=[CH:31][C:30]([O:34]C)=[CH:29][C:28]=3[CH2:36][O:37][CH2:38][C:39]([OH:41])=[O:40])[CH:24]=[CH:25][CH:26]=2)(=[O:20])=[O:19])[CH:12]=1)(=[NH:10])[NH2:9].B(Br)(Br)Br. Given the product [F:1][C:2]([F:7])([F:6])[C:3]([OH:5])=[O:4].[C:8]([C:11]1[S:15][C:14]([S:16][CH3:17])=[C:13]([S:18]([C:21]2[CH:22]=[C:23]([C:27]3[C:32]([CH3:33])=[CH:31][C:30]([OH:34])=[CH:29][C:28]=3[CH2:36][O:37][CH2:38][C:39]([OH:41])=[O:40])[CH:24]=[CH:25][CH:26]=2)(=[O:19])=[O:20])[CH:12]=1)(=[NH:9])[NH2:10], predict the reactants needed to synthesize it. (2) Given the product [CH:1]1([CH2:7][O:8][C:9]2[C:10]3[N:11]([C:18]([C:19]([O:21][CH2:22][CH3:23])=[O:20])=[C:24]([CH3:25])[N:16]=3)[CH:12]=[C:13]([CH3:15])[CH:14]=2)[CH2:2][CH2:3][CH2:4][CH2:5][CH2:6]1, predict the reactants needed to synthesize it. The reactants are: [CH:1]1([CH2:7][O:8][C:9]2[C:10]([NH2:16])=[N:11][CH:12]=[C:13]([CH3:15])[CH:14]=2)[CH2:6][CH2:5][CH2:4][CH2:3][CH2:2]1.Cl[CH:18]([C:24](=O)[CH3:25])[C:19]([O:21][CH2:22][CH3:23])=[O:20].C(N(CC)CC)C.C(OC(C)C)(C)C.